This data is from Reaction yield outcomes from USPTO patents with 853,638 reactions. The task is: Predict the reaction yield, written as a fraction of the theoretical maximum amount of product (1.0 means a 100% yield; for example, 0.34 means a 34% yield). (1) The reactants are Cl[C:2]([O:4][CH3:5])=[O:3].[NH2:6][C:7]1[S:8][CH2:9][C:10](=[O:14])[C:11]=1[C:12]#[N:13].C(Cl)Cl.CO.Cl. The catalyst is C(Cl)Cl. The product is [C:12]([C:11]1[C:10](=[O:14])[CH2:9][S:8][C:7]=1[NH:6][C:2](=[O:3])[O:4][CH3:5])#[N:13]. The yield is 0.830. (2) The reactants are [O:1]=[C:2]1[N:6]([CH2:7][C:8]2[CH:13]=[CH:12][CH:11]=[C:10]([C:14]([F:17])([F:16])[F:15])[CH:9]=2)[C:5]2[C:18]([C:24]([F:27])([F:26])[F:25])=[CH:19][C:20]([C:22]#[N:23])=[CH:21][C:4]=2[NH:3]1.[H-].[Na+].[CH3:30][CH2:31][N:32]([CH2:35][CH2:36]Cl)[CH2:33][CH3:34].Cl.Cl.C(=O)(O)[O-].[Na+]. The catalyst is CN(C)C=O.C(N(CC)CC)C. The product is [CH2:31]([N:32]([CH2:35][CH3:36])[CH2:33][CH2:34][N:3]1[C:4]2[CH:21]=[C:20]([C:22]#[N:23])[CH:19]=[C:18]([C:24]([F:27])([F:25])[F:26])[C:5]=2[N:6]([CH2:7][C:8]2[CH:13]=[CH:12][CH:11]=[C:10]([C:14]([F:16])([F:17])[F:15])[CH:9]=2)[C:2]1=[O:1])[CH3:30]. The yield is 1.00. (3) The reactants are [Cl-].[NH4+].[CH3:3][O:4][C:5](=[O:20])[C:6]1[CH:11]=[CH:10][C:9]([NH:12][CH2:13][CH2:14][C:15]#[N:16])=[C:8]([N+:17]([O-])=O)[CH:7]=1. The catalyst is O.[Zn]. The product is [CH3:3][O:4][C:5](=[O:20])[C:6]1[CH:11]=[CH:10][C:9]([NH:12][CH2:13][CH2:14][C:15]#[N:16])=[C:8]([NH2:17])[CH:7]=1. The yield is 0.750. (4) The reactants are [N+:1]([C:4]1[CH:9]=[CH:8][CH:7]=[CH:6][C:5]=1[C:10]1[N:11]=[C:12]2[CH:17]=[CH:16][CH:15]=[CH:14][N:13]2[CH:18]=1)([O-])=O.C(O)C.Cl. The catalyst is [Pd].O. The product is [N:11]1[C:10]([C:5]2[CH:6]=[CH:7][CH:8]=[CH:9][C:4]=2[NH2:1])=[CH:18][N:13]2[CH2:14][CH2:15][CH2:16][CH2:17][C:12]=12. The yield is 1.00. (5) The reactants are [O:1]1[C:5]2=[CH:6][N:7]=[C:8]([CH2:10][OH:11])[CH:9]=[C:4]2[CH:3]=[CH:2]1. The catalyst is C(O)C.[H][H].[Pd]. The product is [O:1]1[C:5]2=[CH:6][N:7]=[C:8]([CH2:10][OH:11])[CH:9]=[C:4]2[CH2:3][CH2:2]1. The yield is 1.00. (6) The reactants are Br[C:2]1[CH:11]=[C:10]2[C:5]([C:6]([C:14]3[CH:19]=[CH:18][C:17]([CH3:20])=[CH:16][CH:15]=3)=[CH:7][CH2:8][C:9]2([CH3:13])[CH3:12])=[CH:4][CH:3]=1.C([Sn](CCCC)(CCCC)[C:26]([O:28]CC)=[CH2:27])CCC.Cl.C(OCC)(=O)C. The catalyst is C1COCC1.Cl[Pd](Cl)([P](C1C=CC=CC=1)(C1C=CC=CC=1)C1C=CC=CC=1)[P](C1C=CC=CC=1)(C1C=CC=CC=1)C1C=CC=CC=1. The product is [CH3:12][C:9]1([CH3:13])[C:10]2[CH:11]=[C:2]([C:26](=[O:28])[CH3:27])[CH:3]=[CH:4][C:5]=2[C:6]([C:14]2[CH:19]=[CH:18][C:17]([CH3:20])=[CH:16][CH:15]=2)=[CH:7][CH2:8]1. The yield is 0.950. (7) The reactants are [CH:1]([O:14][C:15]([C:17]1[N:22]2[C:23](=[O:66])[CH:24]([NH:25][C:26](=[O:65])[C:27](=[N:53][O:54][C:55]([CH3:64])([C:57]([O:59][C:60]([CH3:63])([CH3:62])[CH3:61])=[O:58])[CH3:56])[C:28]3[N:29]=[C:30]([NH:33][C:34]([C:47]4[CH:52]=[CH:51][CH:50]=[CH:49][CH:48]=4)([C:41]4[CH:46]=[CH:45][CH:44]=[CH:43][CH:42]=4)[C:35]4[CH:40]=[CH:39][CH:38]=[CH:37][CH:36]=4)[S:31][CH:32]=3)[C@H:21]2[S:20][CH2:19][C:18]=1[CH2:67]Cl)=[O:16])([C:8]1[CH:13]=[CH:12][CH:11]=[CH:10][CH:9]=1)[C:2]1[CH:7]=[CH:6][CH:5]=[CH:4][CH:3]=1.[I-].[Na+].C1(P(C2C=CC=CC=2)C2C=CC=CC=2)C=CC=CC=1.[N+:90]([C:93]1[CH:100]=[C:99]([N+:101]([O-:103])=[O:102])[CH:98]=[CH:97][C:94]=1[CH:95]=O)([O-:92])=[O:91].C(=O)([O-])O.[Na+]. The catalyst is CC(C)=O.O.ClCCl. The product is [CH:1]([O:14][C:15]([C:17]1[N:22]2[C:23](=[O:66])[CH:24]([NH:25][C:26](=[O:65])[C:27](=[N:53][O:54][C:55]([CH3:64])([C:57]([O:59][C:60]([CH3:63])([CH3:62])[CH3:61])=[O:58])[CH3:56])[C:28]3[N:29]=[C:30]([NH:33][C:34]([C:47]4[CH:52]=[CH:51][CH:50]=[CH:49][CH:48]=4)([C:41]4[CH:46]=[CH:45][CH:44]=[CH:43][CH:42]=4)[C:35]4[CH:40]=[CH:39][CH:38]=[CH:37][CH:36]=4)[S:31][CH:32]=3)[C@H:21]2[S:20][CH2:19][C:18]=1[CH:67]=[CH:95][C:94]1[CH:97]=[CH:98][C:99]([N+:101]([O-:103])=[O:102])=[CH:100][C:93]=1[N+:90]([O-:92])=[O:91])=[O:16])([C:8]1[CH:13]=[CH:12][CH:11]=[CH:10][CH:9]=1)[C:2]1[CH:7]=[CH:6][CH:5]=[CH:4][CH:3]=1. The yield is 0.677. (8) The reactants are Cl[CH2:2][CH2:3][O:4][C:5]1[CH:14]=[C:13]2[C:8]([C:9]([O:15][C:16]3[C:17]([C:24]4[CH:29]=[CH:28][C:27]([CH3:30])=[CH:26][N:25]=4)=[N:18][C:19]([CH3:23])=[C:20]([CH3:22])[CH:21]=3)=[CH:10][CH:11]=[N:12]2)=[CH:7][C:6]=1[O:31][CH3:32].C(=O)([O-])[O-].[K+].[K+].[NH2:39][CH2:40][CH2:41][OH:42]. The catalyst is CN(C)C=O. The product is [CH3:32][O:31][C:6]1[CH:7]=[C:8]2[C:13](=[CH:14][C:5]=1[O:4][CH2:3][CH2:2][NH:39][CH2:40][CH2:41][OH:42])[N:12]=[CH:11][CH:10]=[C:9]2[O:15][C:16]1[C:17]([C:24]2[CH:29]=[CH:28][C:27]([CH3:30])=[CH:26][N:25]=2)=[N:18][C:19]([CH3:23])=[C:20]([CH3:22])[CH:21]=1. The yield is 0.710.